This data is from Protein-peptide binding for MDM2, ACE2, and 12ca5 with 34 validated binders. The task is: Binary Classification. Given protein and peptide amino acid sequences, predict whether they interact or not. (1) The protein target is MDM2 with sequence MCNTNMSVPTDGAVTTSQIPASEQETLVRPKPLLLKLLKSVGAQKDTYTMKEVLFYLGQYIMTKRLYDEKQQHIVYCSNDLLGDLFGVPSFSVKEHRKIYTMIYRNLVVVNQQESSDSGTSVSENRCHLEGGSDQKDLVQELQEEKPSSSHLVSRPSTSSRRRAISETEENSDELSGERQRKRHKSDSISLSFDESLALCVIREICCERSSSSESTGTPSNPDLDAGVSEHSGDWLDQDSVSDQFSVEFEVESLDSEDYSLSEEGQELSDEDDEVYQVTVYQAGESDTDSFEEDPEISLADYWKCTSCNEMNPPLPSHCNRCWALRENWLPEDKGKDKGEISEKAKLENSTQAEEGFDVPDCKKTIVNDSRESCVEENDDKITQASQSQESEDYSQPSTSSSIIYSSQEDVKEFEREETQDKEESVESSLPLNAIEPCVICQGRPKNGCIVHGKTGHLMACFTCAKKLKKRNKPCPVCRQPIQMIVLTYFP. The peptide is ASFAAAWAALAPK. (2) The protein target is MDM2 with sequence MCNTNMSVPTDGAVTTSQIPASEQETLVRPKPLLLKLLKSVGAQKDTYTMKEVLFYLGQYIMTKRLYDEKQQHIVYCSNDLLGDLFGVPSFSVKEHRKIYTMIYRNLVVVNQQESSDSGTSVSENRCHLEGGSDQKDLVQELQEEKPSSSHLVSRPSTSSRRRAISETEENSDELSGERQRKRHKSDSISLSFDESLALCVIREICCERSSSSESTGTPSNPDLDAGVSEHSGDWLDQDSVSDQFSVEFEVESLDSEDYSLSEEGQELSDEDDEVYQVTVYQAGESDTDSFEEDPEISLADYWKCTSCNEMNPPLPSHCNRCWALRENWLPEDKGKDKGEISEKAKLENSTQAEEGFDVPDCKKTIVNDSRESCVEENDDKITQASQSQESEDYSQPSTSSSIIYSSQEDVKEFEREETQDKEESVESSLPLNAIEPCVICQGRPKNGCIVHGKTGHLMACFTCAKKLKKRNKPCPVCRQPIQMIVLTYFP. The peptide is LTFEHYWAQQTSK. (3) The protein target is ACE2 with sequence MSSSSWLLLSLVAVTAAQSTIEEQAKTFLDKFNHEAEDLFYQSSLASWNYNTNITEENVQNMNNAGDKWSAFLKEQSTLAQMYPLQEIQNLTVKLQLQALQQNGSSVLSEDKSKRLNTILNTMSTIYSTGKVCNPDNPQECLLLEPGLNEIMANSLDYNERLWAWESWRSEVGKQLRPLYEEYVVLKNEMARANHYEDYGDYWRGDYEVNGVDGYDYSRGQLIEDVEHTFEEIKPLYEHLHAYVRAKLMNAYPSYISPIGCLPAHLLGDMWGRFWTNLYSLTVPFGQKPNIDVTDAMVDQAWDAQRIFKEAEKFFVSVGLPNMTQGFWENSMLTDPGNVQKAVCHPTAWDLGKGDFRILMCTKVTMDDFLTAHHEMGHIQYDMAYAAQPFLLRNGANEGFHEAVGEIMSLSAATPKHLKSIGLLSPDFQEDNETEINFLLKQALTIVGTLPFTYMLEKWRWMVFKGEIPKDQWMKKWWEMKREIVGVVEPVPHDETYCDP.... The peptide is LHFSRQWQWNVRK. (4) The protein target is MDM2 with sequence MCNTNMSVPTDGAVTTSQIPASEQETLVRPKPLLLKLLKSVGAQKDTYTMKEVLFYLGQYIMTKRLYDEKQQHIVYCSNDLLGDLFGVPSFSVKEHRKIYTMIYRNLVVVNQQESSDSGTSVSENRCHLEGGSDQKDLVQELQEEKPSSSHLVSRPSTSSRRRAISETEENSDELSGERQRKRHKSDSISLSFDESLALCVIREICCERSSSSESTGTPSNPDLDAGVSEHSGDWLDQDSVSDQFSVEFEVESLDSEDYSLSEEGQELSDEDDEVYQVTVYQAGESDTDSFEEDPEISLADYWKCTSCNEMNPPLPSHCNRCWALRENWLPEDKGKDKGEISEKAKLENSTQAEEGFDVPDCKKTIVNDSRESCVEENDDKITQASQSQESEDYSQPSTSSSIIYSSQEDVKEFEREETQDKEESVESSLPLNAIEPCVICQGRPKNGCIVHGKTGHLMACFTCAKKLKKRNKPCPVCRQPIQMIVLTYFP. The peptide is ASFAAAWAALAAK. (5) The protein target is MDM2 with sequence MCNTNMSVPTDGAVTTSQIPASEQETLVRPKPLLLKLLKSVGAQKDTYTMKEVLFYLGQYIMTKRLYDEKQQHIVYCSNDLLGDLFGVPSFSVKEHRKIYTMIYRNLVVVNQQESSDSGTSVSENRCHLEGGSDQKDLVQELQEEKPSSSHLVSRPSTSSRRRAISETEENSDELSGERQRKRHKSDSISLSFDESLALCVIREICCERSSSSESTGTPSNPDLDAGVSEHSGDWLDQDSVSDQFSVEFEVESLDSEDYSLSEEGQELSDEDDEVYQVTVYQAGESDTDSFEEDPEISLADYWKCTSCNEMNPPLPSHCNRCWALRENWLPEDKGKDKGEISEKAKLENSTQAEEGFDVPDCKKTIVNDSRESCVEENDDKITQASQSQESEDYSQPSTSSSIIYSSQEDVKEFEREETQDKEESVESSLPLNAIEPCVICQGRPKNGCIVHGKTGHLMACFTCAKKLKKRNKPCPVCRQPIQMIVLTYFP. The peptide is TSFAEAWAALAPK. (6) The protein target is MDM2 with sequence MCNTNMSVPTDGAVTTSQIPASEQETLVRPKPLLLKLLKSVGAQKDTYTMKEVLFYLGQYIMTKRLYDEKQQHIVYCSNDLLGDLFGVPSFSVKEHRKIYTMIYRNLVVVNQQESSDSGTSVSENRCHLEGGSDQKDLVQELQEEKPSSSHLVSRPSTSSRRRAISETEENSDELSGERQRKRHKSDSISLSFDESLALCVIREICCERSSSSESTGTPSNPDLDAGVSEHSGDWLDQDSVSDQFSVEFEVESLDSEDYSLSEEGQELSDEDDEVYQVTVYQAGESDTDSFEEDPEISLADYWKCTSCNEMNPPLPSHCNRCWALRENWLPEDKGKDKGEISEKAKLENSTQAEEGFDVPDCKKTIVNDSRESCVEENDDKITQASQSQESEDYSQPSTSSSIIYSSQEDVKEFEREETQDKEESVESSLPLNAIEPCVICQGRPKNGCIVHGKTGHLMACFTCAKKLKKRNKPCPVCRQPIQMIVLTYFP. The peptide is ASFAAYWAALSAK. (7) The protein target is MDM2 with sequence MCNTNMSVPTDGAVTTSQIPASEQETLVRPKPLLLKLLKSVGAQKDTYTMKEVLFYLGQYIMTKRLYDEKQQHIVYCSNDLLGDLFGVPSFSVKEHRKIYTMIYRNLVVVNQQESSDSGTSVSENRCHLEGGSDQKDLVQELQEEKPSSSHLVSRPSTSSRRRAISETEENSDELSGERQRKRHKSDSISLSFDESLALCVIREICCERSSSSESTGTPSNPDLDAGVSEHSGDWLDQDSVSDQFSVEFEVESLDSEDYSLSEEGQELSDEDDEVYQVTVYQAGESDTDSFEEDPEISLADYWKCTSCNEMNPPLPSHCNRCWALRENWLPEDKGKDKGEISEKAKLENSTQAEEGFDVPDCKKTIVNDSRESCVEENDDKITQASQSQESEDYSQPSTSSSIIYSSQEDVKEFEREETQDKEESVESSLPLNAIEPCVICQGRPKNGCIVHGKTGHLMACFTCAKKLKKRNKPCPVCRQPIQMIVLTYFP. The peptide is TSFAEAWNLASP. The binding affinity (KD) is 1440 nM.